Dataset: Catalyst prediction with 721,799 reactions and 888 catalyst types from USPTO. Task: Predict which catalyst facilitates the given reaction. (1) Reactant: [CH2:1]([O:3][C:4](=[O:24])[CH:5]=[CH:6][C@@H:7]([CH3:23])[C@H:8]([N:14]([C:16]([O:18][C:19]([CH3:22])([CH3:21])[CH3:20])=[O:17])[CH3:15])[C:9]1[O:10][CH:11]=[CH:12][CH:13]=1)[CH3:2]. Product: [CH2:1]([O:3][C:4](=[O:24])[CH2:5][CH2:6][C@@H:7]([CH3:23])[C@H:8]([N:14]([C:16]([O:18][C:19]([CH3:22])([CH3:21])[CH3:20])=[O:17])[CH3:15])[C:9]1[O:10][CH:11]=[CH:12][CH:13]=1)[CH3:2]. The catalyst class is: 78. (2) Reactant: [CH3:1][N:2]1[C:6]([C:7]2[CH:8]=[C:9]([CH:14]=[CH:15][CH:16]=2)[C:10]([O:12]C)=[O:11])=[CH:5][CH:4]=[N:3]1.[OH-].[Na+]. Product: [CH3:1][N:2]1[C:6]([C:7]2[CH:8]=[C:9]([CH:14]=[CH:15][CH:16]=2)[C:10]([OH:12])=[O:11])=[CH:5][CH:4]=[N:3]1. The catalyst class is: 5. (3) Product: [F:25][C:19]1[CH:20]=[C:21]([NH:24][C:43]([C:40]2[C:41](=[O:42])[N:36]([C:33]3[CH:34]=[CH:35][C:30]([F:29])=[CH:31][CH:32]=3)[N:37]=[CH:38][CH:39]=2)=[O:44])[CH:22]=[CH:23][C:18]=1[O:17][C:16]1[CH:15]=[CH:14][N:13]=[C:12]2[N:8]([CH2:7][C:6]3[CH:5]=[CH:4][C:3]([O:2][CH3:1])=[CH:28][CH:27]=3)[N:9]=[C:10]([I:26])[C:11]=12. The catalyst class is: 3. Reactant: [CH3:1][O:2][C:3]1[CH:28]=[CH:27][C:6]([CH2:7][N:8]2[C:12]3=[N:13][CH:14]=[CH:15][C:16]([O:17][C:18]4[CH:23]=[CH:22][C:21]([NH2:24])=[CH:20][C:19]=4[F:25])=[C:11]3[C:10]([I:26])=[N:9]2)=[CH:5][CH:4]=1.[F:29][C:30]1[CH:35]=[CH:34][C:33]([N:36]2[C:41](=[O:42])[C:40]([C:43](O)=[O:44])=[CH:39][CH:38]=[N:37]2)=[CH:32][CH:31]=1.C1C=CC2N(O)N=NC=2C=1.O.CCN=C=NCCCN(C)C.